From a dataset of Forward reaction prediction with 1.9M reactions from USPTO patents (1976-2016). Predict the product of the given reaction. (1) Given the reactants I[C:2]1[CH:7]=[CH:6][C:5]([C:8]([N:10]2[CH2:15][CH2:14][N:13]([C:16]3[C:21]([CH3:22])=[CH:20][C:19]([CH3:23])=[C:18]([CH3:24])[N:17]=3)[CH2:12][CH2:11]2)=[O:9])=[CH:4][CH:3]=1.[CH3:25][C:26]1([CH3:32])[O:30][C:29](=[O:31])[NH:28][CH2:27]1, predict the reaction product. The product is: [CH3:25][C:26]1([CH3:32])[O:30][C:29](=[O:31])[N:28]([C:2]2[CH:7]=[CH:6][C:5]([C:8]([N:10]3[CH2:15][CH2:14][N:13]([C:16]4[C:21]([CH3:22])=[CH:20][C:19]([CH3:23])=[C:18]([CH3:24])[N:17]=4)[CH2:12][CH2:11]3)=[O:9])=[CH:4][CH:3]=2)[CH2:27]1. (2) The product is: [F:1][C:2]1[CH:7]=[CH:6][C:5]([C:8]2[N:12]=[N:11][N:10]([CH3:13])[C:9]=2/[CH:14]=[CH:15]/[C:16]2[CH:24]=[CH:23][C:19]([C:20]([NH:33][CH:34]([CH3:39])[CH3:35])=[O:21])=[CH:18][N:17]=2)=[CH:4][CH:3]=1. Given the reactants [F:1][C:2]1[CH:7]=[CH:6][C:5]([C:8]2[N:12]=[N:11][N:10]([CH3:13])[C:9]=2/[CH:14]=[CH:15]/[C:16]2[CH:24]=[CH:23][C:19]([C:20](O)=[O:21])=[CH:18][N:17]=2)=[CH:4][CH:3]=1.CN(C(O[N:33]1N=N[C:35]2C=CC=[CH:39][C:34]1=2)=[N+](C)C)C.[B-](F)(F)(F)F.CCN(C(C)C)C(C)C.C(N)(C)C, predict the reaction product.